From a dataset of Full USPTO retrosynthesis dataset with 1.9M reactions from patents (1976-2016). Predict the reactants needed to synthesize the given product. Given the product [C:1]1([C:25]2[CH:26]=[CH:27][CH:28]=[CH:29][CH:30]=2)[CH:2]=[CH:3][C:4]([C@@H:7]([CH2:19][CH:20]2[CH2:21][CH2:22][CH2:23][CH2:24]2)[C:8]([OH:9])=[O:33])=[CH:5][CH:6]=1, predict the reactants needed to synthesize it. The reactants are: [C:1]1([C:25]2[CH:30]=[CH:29][CH:28]=[CH:27][CH:26]=2)[CH:6]=[CH:5][C:4]([C@@H:7]([CH2:19][CH:20]2[CH2:24][CH2:23][CH2:22][CH2:21]2)[C:8](N2[C@@H](C(C)C)COC2=O)=[O:9])=[CH:3][CH:2]=1.OO.[OH-:33].[Li+].S([O-])([O-])=O.[Na+].[Na+].